Predict the product of the given reaction. From a dataset of Forward reaction prediction with 1.9M reactions from USPTO patents (1976-2016). (1) Given the reactants [CH3:1][C:2]1([N:10]2[CH2:15][CH2:14][CH:13]([N:16]3[C:20]4[CH:21]=[CH:22][CH:23]=[CH:24][C:19]=4[NH:18][C:17]3=O)[CH2:12][CH2:11]2)[CH2:9][CH2:8][CH2:7][CH2:6][CH2:5][CH2:4][CH2:3]1.P(Cl)(Cl)([Cl:28])=O.N, predict the reaction product. The product is: [Cl:28][C:17]1[N:16]([CH:13]2[CH2:14][CH2:15][N:10]([C:2]3([CH3:1])[CH2:9][CH2:8][CH2:7][CH2:6][CH2:5][CH2:4][CH2:3]3)[CH2:11][CH2:12]2)[C:20]2[CH:21]=[CH:22][CH:23]=[CH:24][C:19]=2[N:18]=1. (2) Given the reactants [C:1]([O:5][C:6]([NH:8][C@H:9]([CH2:14]OS(C)(=O)=O)[C:10]([O:12][CH3:13])=[O:11])=[O:7])([CH3:4])([CH3:3])[CH3:2].[C:20]([O-:23])(=[S:22])[CH3:21].[K+], predict the reaction product. The product is: [C:20]([S:22][CH2:14][C@@H:9]([NH:8][C:6]([O:5][C:1]([CH3:2])([CH3:3])[CH3:4])=[O:7])[C:10]([O:12][CH3:13])=[O:11])(=[O:23])[CH3:21].